Dataset: Peptide-MHC class II binding affinity with 134,281 pairs from IEDB. Task: Regression. Given a peptide amino acid sequence and an MHC pseudo amino acid sequence, predict their binding affinity value. This is MHC class II binding data. (1) The peptide sequence is INEPTAAAIAYGLFR. The MHC is HLA-DQA10401-DQB10402 with pseudo-sequence HLA-DQA10401-DQB10402. The binding affinity (normalized) is 0.464. (2) The peptide sequence is RDSDDWLNKYSYYPE. The MHC is DRB5_0101 with pseudo-sequence DRB5_0101. The binding affinity (normalized) is 0. (3) The binding affinity (normalized) is 0.929. The MHC is HLA-DPA10103-DPB10401 with pseudo-sequence HLA-DPA10103-DPB10401. The peptide sequence is EKKYVAATQFEPLAA. (4) The peptide sequence is ALIFEIKFKYKYLRD. The MHC is DRB1_0301 with pseudo-sequence DRB1_0301. The binding affinity (normalized) is 0.690. (5) The peptide sequence is ISGDLKTQIDQVEST. The MHC is HLA-DQA10102-DQB10602 with pseudo-sequence HLA-DQA10102-DQB10602. The binding affinity (normalized) is 0.380.